This data is from Experimentally validated miRNA-target interactions with 360,000+ pairs, plus equal number of negative samples. The task is: Binary Classification. Given a miRNA mature sequence and a target amino acid sequence, predict their likelihood of interaction. The miRNA is hsa-miR-4488 with sequence AGGGGGCGGGCUCCGGCG. The protein sequence of the target gene is MNPRGLFQDFNPSKFLIYTCLLLFSVLLPLRLDGIIQWSYWAVFAPIWLWKLLVVAGASVGAGVWARNPRYRTEGEACVEFKAMLIAVGIHLLLLMFEVLVCDRVERGTHFWLLVFMPLFFVSPVSVAACVWGFRHDRSLELEILCSVNILQFIFIALKLDRIIHWPWLVVFVPLWILMSFLCLVVLYYIVWSLLFLRSLDVVAEQRRTHVTMAISWITIVVPLLTFEVLLVHRLDGHNTFSYVSIFVPLWLSLLTLMATTFRRKGGNHWWFGIRRDFCQFLLEIFPFLREYGNISYDLH.... Result: 0 (no interaction).